This data is from Reaction yield outcomes from USPTO patents with 853,638 reactions. The task is: Predict the reaction yield, written as a fraction of the theoretical maximum amount of product (1.0 means a 100% yield; for example, 0.34 means a 34% yield). (1) The reactants are [Cl:1][C:2]1[CH:3]=[C:4]([CH:8]2[C:12]([C:15]3[CH:20]=[CH:19][C:18]([Cl:21])=[CH:17][CH:16]=3)([C:13]#[N:14])[CH:11]([CH2:22][C:23]([CH3:26])([CH3:25])[CH3:24])[NH:10][CH:9]2[C:27]([OH:29])=O)[CH:5]=[CH:6][CH:7]=1.[N:30]1([CH2:36][CH2:37][OH:38])[CH2:35][CH2:34][NH:33][CH2:32][CH2:31]1.CN(C(ON1N=NC2C=CC=NC1=2)=[N+](C)C)C.F[P-](F)(F)(F)(F)F.CCN(C(C)C)C(C)C. The catalyst is C(Cl)Cl. The product is [Cl:1][C:2]1[CH:3]=[C:4]([CH:8]2[CH:9]([C:27]([N:33]3[CH2:34][CH2:35][N:30]([CH2:36][CH2:37][OH:38])[CH2:31][CH2:32]3)=[O:29])[NH:10][CH:11]([CH2:22][C:23]([CH3:24])([CH3:26])[CH3:25])[C:12]2([C:15]2[CH:20]=[CH:19][C:18]([Cl:21])=[CH:17][CH:16]=2)[C:13]#[N:14])[CH:5]=[CH:6][CH:7]=1. The yield is 0.635. (2) The reactants are [CH2:1]([N:3]1[C:11]2[C:6](=[CH:7][CH:8]=[C:9]([O:12]C)[CH:10]=2)[C:5]([C:14]#[N:15])=[CH:4]1)[CH3:2].B(Br)(Br)Br.[OH-].[Na+]. The catalyst is C(Cl)Cl. The product is [OH:12][C:9]1[CH:10]=[C:11]2[C:6]([C:5]([C:14]#[N:15])=[CH:4][N:3]2[CH2:1][CH3:2])=[CH:7][CH:8]=1. The yield is 0.820. (3) The reactants are [CH2:1]([O:3][C:4]1[N:8]([CH2:9][C:10]2[CH:15]=[CH:14][C:13]([C:16]3[CH:21]=[CH:20][CH:19]=[CH:18][C:17]=3[C:22]([O:24]C)=[O:23])=[CH:12][CH:11]=2)[C:7]2[C:26]([C:30]([O:32]C)=[O:31])=[CH:27][CH:28]=[CH:29][C:6]=2[N:5]=1)[CH3:2].[OH-].[Na+]. The catalyst is CO. The product is [CH2:1]([O:3][C:4]1[N:8]([CH2:9][C:10]2[CH:11]=[CH:12][C:13]([C:16]3[CH:21]=[CH:20][CH:19]=[CH:18][C:17]=3[C:22]([OH:24])=[O:23])=[CH:14][CH:15]=2)[C:7]2[C:26]([C:30]([OH:32])=[O:31])=[CH:27][CH:28]=[CH:29][C:6]=2[N:5]=1)[CH3:2]. The yield is 0.830.